This data is from Peptide-MHC class II binding affinity with 134,281 pairs from IEDB. The task is: Regression. Given a peptide amino acid sequence and an MHC pseudo amino acid sequence, predict their binding affinity value. This is MHC class II binding data. (1) The peptide sequence is VVIQDNSDIKVVPRRKAKII. The MHC is HLA-DQA10104-DQB10503 with pseudo-sequence HLA-DQA10104-DQB10503. The binding affinity (normalized) is 0.0679. (2) The binding affinity (normalized) is 0.741. The peptide sequence is PEIWHHLSTLIKQPD. The MHC is DRB1_1302 with pseudo-sequence DRB1_1302. (3) The peptide sequence is YCDMMSLNLTIVSVS. The MHC is DRB5_0101 with pseudo-sequence DRB5_0101. The binding affinity (normalized) is 0.